From a dataset of Peptide-MHC class II binding affinity with 134,281 pairs from IEDB. Regression. Given a peptide amino acid sequence and an MHC pseudo amino acid sequence, predict their binding affinity value. This is MHC class II binding data. (1) The peptide sequence is EINFLSQTVNALISD. The MHC is DRB1_0101 with pseudo-sequence DRB1_0101. The binding affinity (normalized) is 0.868. (2) The peptide sequence is PKLEFGSLIVNPSLN. The MHC is DRB1_0802 with pseudo-sequence DRB1_0802. The binding affinity (normalized) is 0.199. (3) The peptide sequence is VLSFELLNAPATVCG. The MHC is DRB1_0101 with pseudo-sequence DRB1_0101. The binding affinity (normalized) is 1.00. (4) The peptide sequence is VSEALRIIAGTLEVH. The MHC is DRB3_0101 with pseudo-sequence DRB3_0101. The binding affinity (normalized) is 0.250. (5) The peptide sequence is VQYSRADEEQQQALS. The MHC is HLA-DQA10501-DQB10201 with pseudo-sequence HLA-DQA10501-DQB10201. The binding affinity (normalized) is 0.424.